From a dataset of CYP2D6 inhibition data for predicting drug metabolism from PubChem BioAssay. Regression/Classification. Given a drug SMILES string, predict its absorption, distribution, metabolism, or excretion properties. Task type varies by dataset: regression for continuous measurements (e.g., permeability, clearance, half-life) or binary classification for categorical outcomes (e.g., BBB penetration, CYP inhibition). Dataset: cyp2d6_veith. (1) The molecule is CCSc1nc2c(c(=O)[nH]1)C(c1ccccn1)C1=C(CC(C)(C)CC1=O)N2. The result is 0 (non-inhibitor). (2) The molecule is CC(C)(C)c1ccc(C(=O)c2c[nH]c(C(=O)NCCCn3ccnc3)c2)cc1. The result is 1 (inhibitor). (3) The compound is COc1cccc(Nc2ncc3ncc(=O)n(CCc4ccccc4)c3n2)c1. The result is 0 (non-inhibitor). (4) The compound is Cn1c(=O)n2n(c1=O)[C@@H]1[C@H](CC2)C(=O)[C@@H]2O[C@@H]2[C@H]1O. The result is 0 (non-inhibitor). (5) The compound is Nc1nc(N)c2nc(-c3ccccc3)c(N)nc2n1. The result is 0 (non-inhibitor).